This data is from Reaction yield outcomes from USPTO patents with 853,638 reactions. The task is: Predict the reaction yield, written as a fraction of the theoretical maximum amount of product (1.0 means a 100% yield; for example, 0.34 means a 34% yield). (1) The reactants are C[O:2][C:3]([C:5]1[CH:15]=[CH:14][C:8]2[O:9][C:10]([F:13])([F:12])[O:11][C:7]=2[CH:6]=1)=O.[H-].[Al+3].[Li+].[H-].[H-].[H-].O.[OH-].[Na+]. The catalyst is O1CCCC1. The product is [F:13][C:10]1([F:12])[O:9][C:8]2[CH:14]=[CH:15][C:5]([CH2:3][OH:2])=[CH:6][C:7]=2[O:11]1. The yield is 0.760. (2) The reactants are C(OC([NH:8][C@:9]12[CH2:45][CH2:44][C@@H:43]([C:46]3([CH3:49])[CH2:48][O:47]3)[C@@H:10]1[C@@H:11]1[C@@:24]([CH3:27])([CH2:25][CH2:26]2)[C@@:23]2([CH3:28])[C@@H:14]([C@:15]3([CH3:42])[C@@H:20]([CH2:21][CH2:22]2)[C:19]([CH3:30])([CH3:29])[C:18]([C:31]2[CH:40]=[CH:39][C:34]([C:35]([O:37][CH3:38])=[O:36])=[C:33]([F:41])[CH:32]=2)=[CH:17][CH2:16]3)[CH2:13][CH2:12]1)=O)(C)(C)C.Cl. The catalyst is C1COCC1. The product is [NH2:8][C@:9]12[CH2:45][CH2:44][C@@H:43]([C:46]3([CH3:49])[CH2:48][O:47]3)[C@@H:10]1[C@@H:11]1[C@@:24]([CH3:27])([CH2:25][CH2:26]2)[C@@:23]2([CH3:28])[C@@H:14]([C@:15]3([CH3:42])[C@@H:20]([CH2:21][CH2:22]2)[C:19]([CH3:30])([CH3:29])[C:18]([C:31]2[CH:40]=[CH:39][C:34]([C:35]([O:37][CH3:38])=[O:36])=[C:33]([F:41])[CH:32]=2)=[CH:17][CH2:16]3)[CH2:13][CH2:12]1. The yield is 0.780. (3) The reactants are [C:1]1([C@@H:7]2[C@@H:16]3[CH2:17][CH2:18][NH:19][C@@H:15]3[C:14]3[CH:13]=[CH:12][CH:11]=[CH:10][C:9]=3[NH:8]2)[CH:6]=[CH:5][CH:4]=[CH:3][CH:2]=1.[C:20]([NH:28][C@@H:29]1[CH2:34][CH2:33][CH2:32][CH2:31][C@@H:30]1[C:35](O)=[O:36])(=[O:27])[C:21]1[CH:26]=[CH:25][CH:24]=[CH:23][CH:22]=1.C(N(CC)CC)C.CCOC(OC(OCC)=O)=O.C(=O)([O-])O.[Na+]. The catalyst is O1CCCC1.C(#N)C. The product is [C:1]1([C@H:7]2[C@H:16]3[CH2:17][CH2:18][N:19]([C:35]([C@H:30]4[CH2:31][CH2:32][CH2:33][CH2:34][C@H:29]4[NH:28][C:20](=[O:27])[C:21]4[CH:22]=[CH:23][CH:24]=[CH:25][CH:26]=4)=[O:36])[C@H:15]3[C:14]3[CH:13]=[CH:12][CH:11]=[CH:10][C:9]=3[NH:8]2)[CH:2]=[CH:3][CH:4]=[CH:5][CH:6]=1. The yield is 0.620. (4) The reactants are [Br:1]C1C=CC(C2C(C3C=CC(Br)=CC=3)=NC3C(=CC=CC=3)N=2)=CC=1.C1(N[C:32]2[CH:33]=[CH:34][C:35]3[N:36]([C:45]4[CH:50]=[CH:49][CH:48]=[CH:47][CH:46]=4)[C:37]4[C:42]([C:43]=3[CH:44]=2)=[CH:41][CH:40]=[CH:39][CH:38]=4)C=CC=CC=1.CC(C)([O-])C.[Na+].C(P(C(C)(C)C)C(C)(C)C)(C)(C)C.[O-][Si]([O-])=O.[Mg+2]. The catalyst is C1C=CC(/C=C/C(/C=C/C2C=CC=CC=2)=O)=CC=1.C1C=CC(/C=C/C(/C=C/C2C=CC=CC=2)=O)=CC=1.[Pd].C1(C)C=CC=CC=1. The product is [Br:1][C:32]1[CH:33]=[CH:34][C:35]2[N:36]([C:45]3[CH:50]=[CH:49][CH:48]=[CH:47][CH:46]=3)[C:37]3[C:42]([C:43]=2[CH:44]=1)=[CH:41][CH:40]=[CH:39][CH:38]=3. The yield is 0.670. (5) The reactants are Cl[C:2]1[N:7]=[C:6]([C:8]2[N:12]3[CH:13]=[CH:14][CH:15]=[CH:16][C:11]3=[N:10][C:9]=2[C:17]2[CH:18]=[C:19]([CH:31]=[CH:32][CH:33]=2)[C:20]([NH:22][C:23]2[C:28]([F:29])=[CH:27][CH:26]=[CH:25][C:24]=2[F:30])=[O:21])[CH:5]=[CH:4][N:3]=1.Cl.[CH3:35][N:36]([CH3:47])[CH2:37][CH2:38][O:39][C:40]1[CH:41]=[C:42]([CH:44]=[CH:45][CH:46]=1)[NH2:43]. The catalyst is CC(O)C.Cl. The product is [F:30][C:24]1[CH:25]=[CH:26][CH:27]=[C:28]([F:29])[C:23]=1[NH:22][C:20](=[O:21])[C:19]1[CH:31]=[CH:32][CH:33]=[C:17]([C:9]2[N:10]=[C:11]3[CH:16]=[CH:15][CH:14]=[CH:13][N:12]3[C:8]=2[C:6]2[CH:5]=[CH:4][N:3]=[C:2]([NH:43][C:42]3[CH:44]=[CH:45][CH:46]=[C:40]([O:39][CH2:38][CH2:37][N:36]([CH3:47])[CH3:35])[CH:41]=3)[N:7]=2)[CH:18]=1. The yield is 0.260. (6) The reactants are [CH3:1][C:2]1[CH:3]=[N:4][N:5]([C:7]2[S:15][C:14]3[C:9](=[N:10][CH:11]=[CH:12][C:13]=3[O:16][C:17]3[CH:22]=[CH:21][C:20]([NH2:23])=[CH:19][CH:18]=3)[CH:8]=2)[CH:6]=1.[C:24]1([CH2:30][C:31]([N:33]=[C:34]=[S:35])=[O:32])[CH:29]=[CH:28][CH:27]=[CH:26][CH:25]=1. The catalyst is C1COCC1. The product is [CH3:1][C:2]1[CH:3]=[N:4][N:5]([C:7]2[S:15][C:14]3[C:9](=[N:10][CH:11]=[CH:12][C:13]=3[O:16][C:17]3[CH:22]=[CH:21][C:20]([NH:23][C:34]([NH:33][C:31](=[O:32])[CH2:30][C:24]4[CH:25]=[CH:26][CH:27]=[CH:28][CH:29]=4)=[S:35])=[CH:19][CH:18]=3)[CH:8]=2)[CH:6]=1. The yield is 0.150.